Dataset: Reaction yield outcomes from USPTO patents with 853,638 reactions. Task: Predict the reaction yield, written as a fraction of the theoretical maximum amount of product (1.0 means a 100% yield; for example, 0.34 means a 34% yield). The reactants are [N:1]1[CH:5]=[CH:4][C:3](=[O:6])[N:2]=1.C1O[C:17]2[CH:16]=[C:15]3[C:11]([C:12]([CH:20]=O)=[CH:13][N:14]3[CH3:19])=[CH:10][C:9]=2O1.[NH:22]1[CH2:27][CH2:26][CH2:25][CH2:24][CH2:23]1. The catalyst is C(O)C. The product is [CH3:19][N:14]1[C:15]2[C:11](=[C:10]([C:9]3[CH:10]=[CH:11][CH:15]=[CH:16][CH:17]=3)[CH:9]=[CH:17][CH:16]=2)[C:12]([CH:20]=[C:4]2[C:3](=[O:6])[NH:2][N:1]=[C:5]2[C:23]2[CH:24]=[CH:25][C:26]3[CH:19]=[N:14][CH:13]=[CH:12][C:27]=3[N:22]=2)=[CH:13]1. The yield is 0.590.